Dataset: Forward reaction prediction with 1.9M reactions from USPTO patents (1976-2016). Task: Predict the product of the given reaction. (1) Given the reactants [CH3:1][O:2][C:3]1[CH:4]=[C:5]2[C:10](=[CH:11][C:12]=1[O:13][CH3:14])[N:9]=[CH:8][CH:7]=[C:6]2[O:15][C:16]1[C:22]([CH3:23])=[CH:21][C:19]([NH2:20])=[C:18]([CH3:24])[CH:17]=1.Cl[C:26](Cl)([O:28]C(=O)OC(Cl)(Cl)Cl)Cl.[CH3:37][N:38]1[CH2:43][CH2:42][N:41]([CH2:44][CH2:45][CH:46]([OH:50])[CH2:47][CH2:48][CH3:49])[CH2:40][CH2:39]1.C(=O)(O)[O-].[Na+], predict the reaction product. The product is: [CH3:1][O:2][C:3]1[CH:4]=[C:5]2[C:10](=[CH:11][C:12]=1[O:13][CH3:14])[N:9]=[CH:8][CH:7]=[C:6]2[O:15][C:16]1[C:22]([CH3:23])=[CH:21][C:19]([NH:20][C:26](=[O:28])[O:50][CH:46]([CH2:45][CH2:44][N:41]2[CH2:42][CH2:43][N:38]([CH3:37])[CH2:39][CH2:40]2)[CH2:47][CH2:48][CH3:49])=[C:18]([CH3:24])[CH:17]=1. (2) Given the reactants [OH:1][C:2]1[CH:11]=[C:10]2[C:5]([CH2:6][CH2:7][C:8](=[O:12])[NH:9]2)=[CH:4][CH:3]=1.[Cl:13][CH2:14][CH2:15][CH2:16][CH2:17]Cl.C(=O)([O-])[O-].[K+].[K+], predict the reaction product. The product is: [Cl:13][CH2:14][CH2:15][CH2:16][CH2:17][O:1][C:2]1[CH:11]=[C:10]2[C:5]([CH2:6][CH2:7][C:8](=[O:12])[NH:9]2)=[CH:4][CH:3]=1. (3) Given the reactants [S:1]1[CH:5]=[CH:4][N:3]=[C:2]1[N:6]1[C:10]2=[N:11][CH:12]=[N:13][C:14](O)=[C:9]2[CH:8]=[N:7]1.P(Cl)(Cl)([Cl:18])=O, predict the reaction product. The product is: [Cl:18][C:14]1[N:13]=[CH:12][N:11]=[C:10]2[N:6]([C:2]3[S:1][CH:5]=[CH:4][N:3]=3)[N:7]=[CH:8][C:9]=12. (4) Given the reactants O[C:2]1[N:7]=[CH:6][N:5]=[C:4]2[NH:8][N:9]=[CH:10][C:3]=12.O=P(Cl)(Cl)[Cl:13], predict the reaction product. The product is: [Cl:13][C:2]1[N:7]=[CH:6][N:5]=[C:4]2[NH:8][N:9]=[CH:10][C:3]=12.